This data is from Reaction yield outcomes from USPTO patents with 853,638 reactions. The task is: Predict the reaction yield, written as a fraction of the theoretical maximum amount of product (1.0 means a 100% yield; for example, 0.34 means a 34% yield). The reactants are C(=O)([O-])[O-].[K+].[K+].C([O:10][CH2:11][C:12]1[CH:17]=[CH:16][C:15]([CH3:18])=[C:14]([C:19]#[N:20])[N:13]=1)(=O)C. The catalyst is CO. The product is [OH:10][CH2:11][C:12]1[N:13]=[C:14]([C:19]#[N:20])[C:15]([CH3:18])=[CH:16][CH:17]=1. The yield is 0.800.